From a dataset of Reaction yield outcomes from USPTO patents with 853,638 reactions. Predict the reaction yield, written as a fraction of the theoretical maximum amount of product (1.0 means a 100% yield; for example, 0.34 means a 34% yield). The reactants are C[O:2][C:3]([C:5]12[CH2:14][CH:9]3[CH2:10][CH:11]([CH2:13][C:7]([NH:15][C:16]([C:18]4[CH:23]=[CH:22][CH:21]=[CH:20][N:19]=4)=[O:17])([CH2:8]3)[CH2:6]1)[CH2:12]2)=[O:4].O1CCCC1.O.[OH-].[Li+]. The catalyst is O. The product is [N:19]1[CH:20]=[CH:21][CH:22]=[CH:23][C:18]=1[C:16]([NH:15][C:7]12[CH2:13][CH:11]3[CH2:10][CH:9]([CH2:14][C:5]([C:3]([OH:4])=[O:2])([CH2:12]3)[CH2:6]1)[CH2:8]2)=[O:17]. The yield is 0.930.